This data is from Peptide-MHC class I binding affinity with 185,985 pairs from IEDB/IMGT. The task is: Regression. Given a peptide amino acid sequence and an MHC pseudo amino acid sequence, predict their binding affinity value. This is MHC class I binding data. The peptide sequence is HSLPRCWLV. The MHC is HLA-A02:03 with pseudo-sequence HLA-A02:03. The binding affinity (normalized) is 0.539.